Dataset: Catalyst prediction with 721,799 reactions and 888 catalyst types from USPTO. Task: Predict which catalyst facilitates the given reaction. (1) Reactant: C[O:2][C:3](=[O:32])[CH2:4][CH2:5][CH2:6][N:7]1[CH2:11][CH2:10][CH2:9][C@@H:8]1[CH2:12][O:13][C:14]1[CH:19]=[CH:18][C:17]([O:20][C:21]2[CH:26]=[CH:25][C:24]([N:27]3[CH:31]=[CH:30][CH:29]=[N:28]3)=[CH:23][CH:22]=2)=[CH:16][CH:15]=1.O. Product: [N:27]1([C:24]2[CH:23]=[CH:22][C:21]([O:20][C:17]3[CH:18]=[CH:19][C:14]([O:13][CH2:12][C@H:8]4[CH2:9][CH2:10][CH2:11][N:7]4[CH2:6][CH2:5][CH2:4][C:3]([OH:32])=[O:2])=[CH:15][CH:16]=3)=[CH:26][CH:25]=2)[CH:31]=[CH:30][CH:29]=[N:28]1. The catalyst class is: 33. (2) Reactant: [OH:1][CH2:2][CH:3]1[CH2:9][CH2:8][N:7]([C:10]([O:12][C:13]([CH3:16])([CH3:15])[CH3:14])=[O:11])[CH2:6][CH2:5][NH:4]1.Br[CH2:18][C:19]([C:21]1[C:22]([CH3:31])=[C:23]2[C:27](=[CH:28][CH:29]=1)[C:26](=[O:30])[O:25][CH2:24]2)=[O:20].C(N(C(C)C)CC)(C)C. Product: [OH:20][C:19]1([C:21]2[C:22]([CH3:31])=[C:23]3[C:27](=[CH:28][CH:29]=2)[C:26](=[O:30])[O:25][CH2:24]3)[O:1][CH2:2][CH:3]2[N:4]([CH2:5][CH2:6][N:7]([C:10]([O:12][C:13]([CH3:16])([CH3:15])[CH3:14])=[O:11])[CH2:8][CH2:9]2)[CH2:18]1. The catalyst class is: 7. (3) Reactant: [CH2:1]([O:3][C:4]([N:6]1[CH:11]2[CH2:12][CH2:13][CH:7]1[CH2:8][CH:9]([N:14]1[CH2:19][CH2:18][CH:17]([NH2:20])[CH2:16][CH2:15]1)[CH2:10]2)=[O:5])[CH3:2].Cl[C:22]1[N:27]=[C:26](Cl)[CH:25]=[C:24]([CH3:29])[N:23]=1.[C:30]([O-])([O-])=O.[K+].[K+]. Product: [CH2:1]([O:3][C:4]([N:6]1[CH:7]2[CH2:13][CH2:12][CH:11]1[CH2:10][CH:9]([N:14]1[CH2:19][CH2:18][CH:17]([NH:20][C:26]3[CH:25]=[C:24]([CH3:29])[N:23]=[C:22]([CH3:30])[N:27]=3)[CH2:16][CH2:15]1)[CH2:8]2)=[O:5])[CH3:2]. The catalyst class is: 18. (4) Reactant: [Cl:1][C:2]1[N:7]2[CH:8]=[CH:9][N:10]=[C:6]2[C:5]([O:11][CH2:12][C@@H:13]2[CH2:18][CH2:17][CH2:16][N:15](C(OC(C)(C)C)=O)[CH2:14]2)=[N:4][C:3]=1[C:26]1[CH:31]=[CH:30][C:29]([C:32]#[N:33])=[CH:28][CH:27]=1.FC(F)(F)C(O)=O. Product: [Cl:1][C:2]1[N:7]2[CH:8]=[CH:9][N:10]=[C:6]2[C:5]([O:11][CH2:12][C@@H:13]2[CH2:18][CH2:17][CH2:16][NH:15][CH2:14]2)=[N:4][C:3]=1[C:26]1[CH:27]=[CH:28][C:29]([C:32]#[N:33])=[CH:30][CH:31]=1. The catalyst class is: 2. (5) Reactant: [Br:1][C:2]1[CH:13]=[CH:12][C:5]([O:6][C@@H:7]([CH3:11])[C:8](O)=[O:9])=[CH:4][CH:3]=1.C[N:15]1CCOCC1.[Cl-].[NH4+].Cl. Product: [Br:1][C:2]1[CH:13]=[CH:12][C:5]([O:6][C@@H:7]([CH3:11])[C:8]([NH2:15])=[O:9])=[CH:4][CH:3]=1. The catalyst class is: 168. (6) Reactant: [CH:1]([C:3]1[C:4]([O:20][CH3:21])=[C:5]([CH:17]=[CH:18][CH:19]=1)[O:6][C:7]1[CH:14]=[C:13]([O:15][CH3:16])[CH:12]=[CH:11][C:8]=1[C:9]#[N:10])=O.CN.[C:24]([BH3-])#[N:25].[Na+].[C:28]([OH:35])(=[O:34])/[CH:29]=[CH:30]/[C:31]([OH:33])=[O:32]. Product: [C:28]([OH:35])(=[O:34])/[CH:29]=[CH:30]/[C:31]([OH:33])=[O:32].[CH3:16][O:15][C:13]1[CH:12]=[CH:11][C:8]([C:9]#[N:10])=[C:7]([O:6][C:5]2[CH:17]=[CH:18][CH:19]=[C:3]([CH2:1][NH:25][CH3:24])[C:4]=2[O:20][CH3:21])[CH:14]=1. The catalyst class is: 404. (7) Reactant: [CH3:1][O-:2].[Na+].C1(C)C=CC=CC=1.[CH3:11][O:12][C:13]1[C:31]([O:32][CH3:33])=[C:30]([O:34][CH3:35])[CH:29]=[C:28]([CH3:36])[C:14]=1[C:15]([C:17]1[C:22]([C:23]([F:26])([F:25])[F:24])=[CH:21][N:20]=[CH:19][C:18]=1Cl)=[O:16].CN(C)P(N(C)C)N(C)C. Product: [CH3:11][O:12][C:13]1[C:31]([O:32][CH3:33])=[C:30]([O:34][CH3:35])[CH:29]=[C:28]([CH3:36])[C:14]=1[C:15]([C:17]1[C:22]([C:23]([F:26])([F:25])[F:24])=[CH:21][N:20]=[CH:19][C:18]=1[O:2][CH3:1])=[O:16]. The catalyst class is: 6.